Predict the reaction yield, written as a fraction of the theoretical maximum amount of product (1.0 means a 100% yield; for example, 0.34 means a 34% yield). From a dataset of Reaction yield outcomes from USPTO patents with 853,638 reactions. (1) The reactants are [Cl:1][C:2]1[CH:31]=[CH:30][CH:29]=[C:28]([C:32]([F:35])([F:34])[F:33])[C:3]=1[C:4]([N:6]1[C:14]2[C:9](=[C:10]([F:15])[CH:11]=[CH:12][CH:13]=2)[C:8]([N:16]2[CH:21]3[CH2:22][CH2:23][CH:17]2[CH2:18][CH:19]([C:24]([O:26]C)=[O:25])[CH2:20]3)=[N:7]1)=[O:5].[OH-].[Li+]. No catalyst specified. The product is [Cl:1][C:2]1[CH:31]=[CH:30][CH:29]=[C:28]([C:32]([F:34])([F:35])[F:33])[C:3]=1[C:4]([N:6]1[C:14]2[C:9](=[C:10]([F:15])[CH:11]=[CH:12][CH:13]=2)[C:8]([N:16]2[CH:21]3[CH2:22][CH2:23][CH:17]2[CH2:18][CH:19]([C:24]([OH:26])=[O:25])[CH2:20]3)=[N:7]1)=[O:5]. The yield is 0.350. (2) The reactants are [C:1]([C:4]1[CH:5]=[CH:6][C:7](Br)=[N:8][CH:9]=1)(=[O:3])[CH3:2].[C:11]1(B(O)O)[CH:16]=[CH:15][CH:14]=[CH:13][CH:12]=1.C([O-])([O-])=O.[Na+].[Na+].C(#N)C. The catalyst is Cl[Pd](Cl)([P](C1C=CC=CC=1)(C1C=CC=CC=1)C1C=CC=CC=1)[P](C1C=CC=CC=1)(C1C=CC=CC=1)C1C=CC=CC=1.O. The product is [C:11]1([C:7]2[N:8]=[CH:9][C:4]([C:1](=[O:3])[CH3:2])=[CH:5][CH:6]=2)[CH:16]=[CH:15][CH:14]=[CH:13][CH:12]=1. The yield is 0.520. (3) The reactants are CC1C=CC(S(O[CH2:12][CH:13]2[CH2:17][C:16]3[CH:18]=[CH:19][CH:20]=[C:21]([C:22]4[CH:27]=[CH:26][CH:25]=[C:24]([CH3:28])[C:23]=4[CH3:29])[C:15]=3[O:14]2)(=O)=O)=CC=1.[N-:30]=[N+]=[N-].[Na+].N(CC1CC2C=CCC(C3C=CC=C(Cl)C=3Cl)(N)C=2O1)=[N+]=[N-].C1(P(C2C=CC=CC=2)C2C=CC=CC=2)C=CC=CC=1.Cl. The catalyst is O1CCCC1.C(O)(C)C. The yield is 0.540. The product is [CH3:29][C:23]1[C:24]([CH3:28])=[CH:25][CH:26]=[CH:27][C:22]=1[C:21]1[C:15]2[O:14][CH:13]([CH2:12][NH2:30])[CH2:17][C:16]=2[CH:18]=[CH:19][CH:20]=1. (4) The reactants are C[Si]([N-][Si](C)(C)C)(C)C.[Li+].[CH3:11][C:12]1[CH:17]=[CH:16][C:15]([S:18]([N:21]2[CH:25]=[CH:24][C:23]([C:26](=[O:28])[CH3:27])=[N:22]2)(=[O:20])=[O:19])=[CH:14][CH:13]=1.[C:29](OCC)(=[O:35])[C:30]([O:32][CH2:33][CH3:34])=[O:31].C(OCC)C. The catalyst is O1CCCC1.O. The product is [CH3:11][C:12]1[CH:17]=[CH:16][C:15]([S:18]([N:21]2[CH:25]=[CH:24][C:23]([C:26](=[O:28])[CH2:27][C:29](=[O:35])[C:30]([O:32][CH2:33][CH3:34])=[O:31])=[N:22]2)(=[O:20])=[O:19])=[CH:14][CH:13]=1. The yield is 0.920. (5) The reactants are [CH:1]([C:4]1[CH:5]=[CH:6][C:7]2[C:12]([NH:13][C:14]3[CH:19]=[C:18]([NH:20][C:21](=[O:42])[C:22]4[CH:27]=[CH:26][CH:25]=[C:24]([NH:28][C:29]5[C:30]6[CH:38]=[CH:37][C:36]([CH:39]([CH3:41])[CH3:40])=[N:35][C:31]=6[N:32]=[CH:33][N:34]=5)[CH:23]=4)[CH:17]=[CH:16][C:15]=3[S:43][C:44]3[CH:49]=[CH:48][C:47]([NH:50]C(=O)OC(C)(C)C)=[CH:46][CH:45]=3)=[N:11][CH:10]=[N:9][C:8]=2[N:58]=1)([CH3:3])[CH3:2].Cl. The catalyst is O1CCOCC1. The product is [NH2:50][C:47]1[CH:48]=[CH:49][C:44]([S:43][C:15]2[CH:16]=[CH:17][C:18]([NH:20][C:21](=[O:42])[C:22]3[CH:27]=[CH:26][CH:25]=[C:24]([NH:28][C:29]4[C:30]5[CH:38]=[CH:37][C:36]([CH:39]([CH3:41])[CH3:40])=[N:35][C:31]=5[N:32]=[CH:33][N:34]=4)[CH:23]=3)=[CH:19][C:14]=2[NH:13][C:12]2[C:7]3[CH:6]=[CH:5][C:4]([CH:1]([CH3:3])[CH3:2])=[N:58][C:8]=3[N:9]=[CH:10][N:11]=2)=[CH:45][CH:46]=1. The yield is 0.370.